From a dataset of Full USPTO retrosynthesis dataset with 1.9M reactions from patents (1976-2016). Predict the reactants needed to synthesize the given product. (1) Given the product [C:1]([C:5]1[CH:12]=[CH:11][C:8]([CH2:9][NH:17][CH2:14][CH2:15][CH3:16])=[C:7]([OH:13])[CH:6]=1)([CH3:4])([CH3:3])[CH3:2], predict the reactants needed to synthesize it. The reactants are: [C:1]([C:5]1[CH:12]=[CH:11][C:8]([CH:9]=O)=[C:7]([OH:13])[CH:6]=1)([CH3:4])([CH3:3])[CH3:2].[CH2:14]([NH2:17])[CH2:15][CH3:16].C(O[BH-](OC(=O)C)OC(=O)C)(=O)C.[Na+]. (2) Given the product [CH3:20][O:21][C:22]([C:23]1[CH:24]=[C:25]([OH:27])[C:34]2[C:29](=[C:30]([O:36][CH3:37])[CH:31]=[CH:32][C:33]=2[CH3:35])[N:28]=1)=[O:38], predict the reactants needed to synthesize it. The reactants are: BrC1C=CC(NC(=CC([O-])=O)C(OC)=O)=C(OC)C=1.[CH3:20][O:21][C:22](=[O:38])[C:23]([NH:28][C:29]1[CH:34]=[C:33]([CH3:35])[CH:32]=[CH:31][C:30]=1[O:36][CH3:37])=[CH:24][C:25]([O-:27])=O. (3) Given the product [CH3:11][P:12]([C:2]1[CH:3]=[CH:4][C:5]([O:9][CH3:10])=[C:6]([CH:8]=1)[NH2:7])([CH3:13])=[O:14], predict the reactants needed to synthesize it. The reactants are: Br[C:2]1[CH:3]=[CH:4][C:5]([O:9][CH3:10])=[C:6]([CH:8]=1)[NH2:7].[CH3:11][PH:12](=[O:14])[CH3:13].P([O-])([O-])([O-])=O.[K+].[K+].[K+].